Dataset: NCI-60 drug combinations with 297,098 pairs across 59 cell lines. Task: Regression. Given two drug SMILES strings and cell line genomic features, predict the synergy score measuring deviation from expected non-interaction effect. (1) Drug 1: C1C(C(OC1N2C=NC(=NC2=O)N)CO)O. Drug 2: C1CCC(C(C1)N)N.C(=O)(C(=O)[O-])[O-].[Pt+4]. Cell line: M14. Synergy scores: CSS=2.46, Synergy_ZIP=3.61, Synergy_Bliss=1.72, Synergy_Loewe=-3.63, Synergy_HSA=-3.24. (2) Drug 1: C1=NC2=C(N=C(N=C2N1C3C(C(C(O3)CO)O)O)F)N. Drug 2: CC1=C(C(CCC1)(C)C)C=CC(=CC=CC(=CC(=O)O)C)C. Cell line: COLO 205. Synergy scores: CSS=6.86, Synergy_ZIP=-3.03, Synergy_Bliss=-4.19, Synergy_Loewe=-12.0, Synergy_HSA=-4.29. (3) Drug 1: CC1=CC=C(C=C1)C2=CC(=NN2C3=CC=C(C=C3)S(=O)(=O)N)C(F)(F)F. Drug 2: CC(C)CN1C=NC2=C1C3=CC=CC=C3N=C2N. Cell line: UACC62. Synergy scores: CSS=-2.05, Synergy_ZIP=0.573, Synergy_Bliss=-0.329, Synergy_Loewe=-0.685, Synergy_HSA=-1.80.